From a dataset of Catalyst prediction with 721,799 reactions and 888 catalyst types from USPTO. Predict which catalyst facilitates the given reaction. Reactant: [Cl:1][C:2]1[N:7]=[C:6](Cl)[CH:5]=[CH:4][N:3]=1.[OH:9][CH:10]1[CH2:13][N:12]([C:14]([O:16][C:17]([CH3:20])([CH3:19])[CH3:18])=[O:15])[CH2:11]1.C(=O)([O-])[O-].[Cs+].[Cs+]. Product: [Cl:1][C:2]1[N:7]=[C:6]([O:9][CH:10]2[CH2:11][N:12]([C:14]([O:16][C:17]([CH3:20])([CH3:19])[CH3:18])=[O:15])[CH2:13]2)[CH:5]=[CH:4][N:3]=1. The catalyst class is: 39.